From a dataset of Forward reaction prediction with 1.9M reactions from USPTO patents (1976-2016). Predict the product of the given reaction. (1) Given the reactants [NH2:1][C:2]1[C:7](Br)=[CH:6][C:5](Br)=[CH:4][N:3]=1.[C:10]1(B(O)O)[CH:15]=[CH:14][CH:13]=[CH:12][CH:11]=1.C(=O)([O-])[O-].[Na+].[Na+].[C:25]1(C)[CH:30]=[CH:29][CH:28]=[CH:27][CH:26]=1, predict the reaction product. The product is: [C:10]1([C:7]2[C:2]([NH2:1])=[N:3][CH:4]=[C:5]([C:25]3[CH:30]=[CH:29][CH:28]=[CH:27][CH:26]=3)[CH:6]=2)[CH:15]=[CH:14][CH:13]=[CH:12][CH:11]=1. (2) Given the reactants C([Li])CCC.[CH2:6]([C:14]1[S:18][C:17]([C:19]2[S:20][CH:21]=[CH:22][CH:23]=2)=[CH:16][CH:15]=1)[CH2:7][CH2:8][CH2:9][CH2:10][CH2:11][CH2:12][CH3:13].C([Sn](Cl)(CCCC)CCCC)CCC.Br[C:39]1[C:44]2=[N:45][S:46][N:47]=[C:43]2[C:42]([C:48]2[S:49][CH:50]=[CH:51][CH:52]=2)=[C:41]([O:53][CH2:54][CH2:55][CH2:56][CH2:57][CH2:58][CH2:59][CH2:60][CH3:61])[C:40]=1[O:62][CH2:63][CH2:64][CH2:65][CH2:66][CH2:67][CH2:68][CH2:69][CH3:70], predict the reaction product. The product is: [CH2:6]([C:14]1[S:18][C:17]([C:19]2[S:20][C:21]([C:39]3[C:44]4=[N:45][S:46][N:47]=[C:43]4[C:42]([C:48]4[S:49][CH:50]=[CH:51][CH:52]=4)=[C:41]([O:53][CH2:54][CH2:55][CH2:56][CH2:57][CH2:58][CH2:59][CH2:60][CH3:61])[C:40]=3[O:62][CH2:63][CH2:64][CH2:65][CH2:66][CH2:67][CH2:68][CH2:69][CH3:70])=[CH:22][CH:23]=2)=[CH:16][CH:15]=1)[CH2:7][CH2:8][CH2:9][CH2:10][CH2:11][CH2:12][CH3:13]. (3) Given the reactants [Cl:1][C:2]1[CH:7]=[CH:6][C:5]([C:8]2[NH:9][CH:10]=[C:11]([C:13]3[N:17]([CH2:18][CH2:19][O:20][CH3:21])[C:16]4[CH:22]=[CH:23][C:24]([C:26](O)=[O:27])=[CH:25][C:15]=4[N:14]=3)[N:12]=2)=[CH:4][CH:3]=1.[N:29]1[CH:34]=[CH:33][C:32]([NH2:35])=[CH:31][CH:30]=1.CN(C(ON1N=NC2C=CC=NC1=2)=[N+](C)C)C.F[P-](F)(F)(F)(F)F.CCN(C(C)C)C(C)C, predict the reaction product. The product is: [Cl:1][C:2]1[CH:7]=[CH:6][C:5]([C:8]2[NH:9][CH:10]=[C:11]([C:13]3[N:17]([CH2:18][CH2:19][O:20][CH3:21])[C:16]4[CH:22]=[CH:23][C:24]([C:26]([NH:35][C:32]5[CH:33]=[CH:34][N:29]=[CH:30][CH:31]=5)=[O:27])=[CH:25][C:15]=4[N:14]=3)[N:12]=2)=[CH:4][CH:3]=1. (4) Given the reactants [O:1]=[C:2]1[N:6]([CH:7]2[CH2:12][CH2:11][N:10]([C:13]([NH:15][C@H:16]([CH2:20][C:21]3[CH:30]=[CH:29][C:28]4[CH2:27][CH2:26][CH2:25][CH2:24][C:23]=4[CH:22]=3)[C:17](O)=[O:18])=[O:14])[CH2:9][CH2:8]2)[N:5]=[C:4]([C:31]2[CH:36]=[CH:35][CH:34]=[CH:33][CH:32]=2)[NH:3]1.[CH3:37][N:38]1[CH2:43][CH2:42][CH:41]([N:44]2[CH2:49][CH2:48][NH:47][CH2:46][CH2:45]2)[CH2:40][CH2:39]1, predict the reaction product. The product is: [CH3:37][N:38]1[CH2:39][CH2:40][CH:41]([N:44]2[CH2:49][CH2:48][N:47]([C:17](=[O:18])[C@H:16]([NH:15][C:13]([N:10]3[CH2:11][CH2:12][CH:7]([N:6]4[C:2](=[O:1])[NH:3][C:4]([C:31]5[CH:32]=[CH:33][CH:34]=[CH:35][CH:36]=5)=[N:5]4)[CH2:8][CH2:9]3)=[O:14])[CH2:20][C:21]3[CH:30]=[CH:29][C:28]4[CH2:27][CH2:26][CH2:25][CH2:24][C:23]=4[CH:22]=3)[CH2:46][CH2:45]2)[CH2:42][CH2:43]1. (5) Given the reactants Br[C:2]1[CH:3]=[N:4][N:5]2[C:10]([CH:11]([F:13])[F:12])=[CH:9][C:8]([C:14]3[CH:19]=[CH:18][C:17]([C:20]([F:23])([F:22])[F:21])=[CH:16][CH:15]=3)=[N:7][C:6]=12.[CH3:24][Si:25]([C:28]#[CH:29])([CH3:27])[CH3:26], predict the reaction product. The product is: [F:12][CH:11]([F:13])[C:10]1[N:5]2[N:4]=[CH:3][C:2]([C:29]#[C:28][Si:25]([CH3:27])([CH3:26])[CH3:24])=[C:6]2[N:7]=[C:8]([C:14]2[CH:19]=[CH:18][C:17]([C:20]([F:23])([F:22])[F:21])=[CH:16][CH:15]=2)[CH:9]=1.